From a dataset of Catalyst prediction with 721,799 reactions and 888 catalyst types from USPTO. Predict which catalyst facilitates the given reaction. (1) Reactant: C([O:8][C:9](=[O:35])[CH2:10][NH:11][C:12]([C:14]1[N:15]=[C:16]([CH2:32][O:33][CH3:34])[C:17]2[C:22]([C:23]=1[O:24]CC1C=CC=CC=1)=[CH:21][CH:20]=[CH:19][CH:18]=2)=[O:13])C1C=CC=CC=1.CCOC(C)=O. Product: [OH:24][C:23]1[C:22]2[C:17](=[CH:18][CH:19]=[CH:20][CH:21]=2)[C:16]([CH2:32][O:33][CH3:34])=[N:15][C:14]=1[C:12]([NH:11][CH2:10][C:9]([OH:35])=[O:8])=[O:13]. The catalyst class is: 43. (2) Reactant: C[O:2][C:3](=O)[CH:4]([CH3:24])[CH2:5][N:6]([CH2:17][C:18]1[CH:23]=[CH:22][CH:21]=[CH:20][CH:19]=1)[C:7]1[C:12]([N+:13]([O-])=O)=[CH:11][N:10]=[C:9]([Cl:16])[N:8]=1. Product: [CH2:17]([N:6]1[CH2:5][CH:4]([CH3:24])[C:3](=[O:2])[NH:13][C:12]2[CH:11]=[N:10][C:9]([Cl:16])=[N:8][C:7]1=2)[C:18]1[CH:23]=[CH:22][CH:21]=[CH:20][CH:19]=1. The catalyst class is: 180. (3) The catalyst class is: 3. Reactant: [N+:1]([C:4]1[CH:5]=[C:6]([NH2:10])[CH:7]=[CH:8][CH:9]=1)([O-:3])=[O:2].[H-].[Na+].[F:13][C:14]1[CH:19]=[CH:18][CH:17]=[C:16](F)[C:15]=1[N+:21]([O-:23])=[O:22].[NH4+].[Cl-]. Product: [F:13][C:14]1[C:15]([N+:21]([O-:23])=[O:22])=[C:16]([NH:10][C:6]2[CH:7]=[CH:8][CH:9]=[C:4]([N+:1]([O-:3])=[O:2])[CH:5]=2)[CH:17]=[CH:18][CH:19]=1. (4) Reactant: CO[C:3](=[O:38])[C:4]1[CH:9]=[CH:8][CH:7]=[CH:6][C:5]=1[S:10](=[O:37])(=[O:36])[NH:11][C@H:12]([C:29]([O:31][C:32]([CH3:35])([CH3:34])[CH3:33])=[O:30])[CH2:13][NH:14][C:15](=[O:28])[C:16]1[CH:21]=[CH:20][C:19]([CH2:22][CH2:23][C:24](OC)=[O:25])=[CH:18][CH:17]=1.[NH2:39][C:40]1[NH:41][CH2:42][CH2:43][CH2:44][N:45]=1. Product: [C:32]([O:31][C:29](=[O:30])[C@@H:12]([NH:11][S:10]([C:5]1[CH:6]=[CH:7][CH:8]=[CH:9][C:4]=1[C:3](=[O:38])[NH:39][C:40]1[NH:45][CH2:44][CH2:43][CH2:42][N:41]=1)(=[O:37])=[O:36])[CH2:13][NH:14][C:15](=[O:28])[C:16]1[CH:21]=[CH:20][C:19]([CH2:22][CH2:23][C:24](=[O:25])[NH:39][C:40]2[NH:45][CH2:44][CH2:43][CH2:42][N:41]=2)=[CH:18][CH:17]=1)([CH3:35])([CH3:34])[CH3:33]. The catalyst class is: 9. (5) Reactant: [CH3:1][O:2][C:3]1[CH:4]=[C:5]([CH:16]=[CH:17][C:18]=1[O:19][CH2:20][C:21]1[N:22]=[C:23]([C:27]2[CH:32]=[CH:31][CH:30]=[CH:29][CH:28]=2)[O:24][C:25]=1[CH3:26])[CH2:6][O:7][C:8]1[N:15]=[CH:14][CH:13]=[CH:12][C:9]=1[C:10]#N.C1(C)C=CC=CC=1.[H-].C([Al+]CC(C)C)C(C)C.[Cl-].[NH4+].C(OCC)(=[O:54])C. Product: [CH3:1][O:2][C:3]1[CH:4]=[C:5]([CH:16]=[CH:17][C:18]=1[O:19][CH2:20][C:21]1[N:22]=[C:23]([C:27]2[CH:28]=[CH:29][CH:30]=[CH:31][CH:32]=2)[O:24][C:25]=1[CH3:26])[CH2:6][O:7][C:8]1[N:15]=[CH:14][CH:13]=[CH:12][C:9]=1[CH:10]=[O:54]. The catalyst class is: 81. (6) Reactant: [OH:1][N:2]=[C:3]1[C:15]2[CH:14]=[CH:13][C:12]([O:16][CH3:17])=[CH:11][C:10]=2[C:9]2[C:4]1=[CH:5][CH:6]=[C:7]([O:18][CH3:19])[CH:8]=2.C(N(CC)CC)C.[CH2:27]([C:39]1[CH:44]=[CH:43][C:42]([S:45](Cl)(=[O:47])=[O:46])=[CH:41][CH:40]=1)[CH2:28][CH2:29][CH2:30][CH2:31][CH2:32][CH2:33][CH2:34][CH2:35][CH2:36][CH2:37][CH3:38]. Product: [CH2:27]([C:39]1[CH:40]=[CH:41][C:42]([S:45]([O:1][N:2]=[C:3]2[C:4]3[CH:5]=[CH:6][C:7]([O:18][CH3:19])=[CH:8][C:9]=3[C:10]3[C:15]2=[CH:14][CH:13]=[C:12]([O:16][CH3:17])[CH:11]=3)(=[O:47])=[O:46])=[CH:43][CH:44]=1)[CH2:28][CH2:29][CH2:30][CH2:31][CH2:32][CH2:33][CH2:34][CH2:35][CH2:36][CH2:37][CH3:38]. The catalyst class is: 1.